From a dataset of Forward reaction prediction with 1.9M reactions from USPTO patents (1976-2016). Predict the product of the given reaction. (1) Given the reactants [CH:1]1([C:7]2[C:8]3[CH:9]=[CH:10][C:11]([C:29]([O:31][CH3:32])=[O:30])=[CH:12][C:13]=3[N:14]3[C:20]=2[C:19]2[CH:21]=[CH:22][CH:23]=[CH:24][C:18]=2[NH:17][CH:16]([C:25]([O:27][CH3:28])=[O:26])[CH2:15]3)[CH2:6][CH2:5][CH2:4][CH2:3][CH2:2]1.C=O.O.[BH3-][C:37]#N.[Na+], predict the reaction product. The product is: [CH:1]1([C:7]2[C:8]3[CH:9]=[CH:10][C:11]([C:29]([O:31][CH3:32])=[O:30])=[CH:12][C:13]=3[N:14]3[C:20]=2[C:19]2[CH:21]=[CH:22][CH:23]=[CH:24][C:18]=2[N:17]([CH3:37])[CH:16]([C:25]([O:27][CH3:28])=[O:26])[CH2:15]3)[CH2:2][CH2:3][CH2:4][CH2:5][CH2:6]1. (2) The product is: [Cl:1][C:2]1[CH:7]=[C:6]([C:8]#[C:9][CH3:10])[CH:5]=[C:4]([CH2:11][CH3:12])[C:3]=1[CH:13]1[C:14](=[O:23])[CH:15]2[CH2:22][CH:18]([CH2:17][CH2:16]2)[C:19]1=[O:20]. Given the reactants [Cl:1][C:2]1[CH:7]=[C:6]([C:8]#[C:9][CH3:10])[CH:5]=[C:4]([CH2:11][CH3:12])[C:3]=1[C:13]1[C:14](=[O:23])[CH:15]2[CH2:22][CH:18]([C:19]=1[O:20]C)[CH2:17][CH2:16]2, predict the reaction product.